This data is from Peptide-MHC class II binding affinity with 134,281 pairs from IEDB. The task is: Regression. Given a peptide amino acid sequence and an MHC pseudo amino acid sequence, predict their binding affinity value. This is MHC class II binding data. (1) The peptide sequence is KEFIRCLALPFRGYL. The MHC is DRB3_0101 with pseudo-sequence DRB3_0101. The binding affinity (normalized) is 0.820. (2) The peptide sequence is VSGAAVVSGFVVASL. The binding affinity (normalized) is 0.221. The MHC is DRB3_0101 with pseudo-sequence DRB3_0101. (3) The peptide sequence is EMGANFKADRVIDPR. The MHC is DRB1_1101 with pseudo-sequence DRB1_1101. The binding affinity (normalized) is 0.180. (4) The peptide sequence is TPFPHRKGVLFNIQY. The MHC is DRB1_1302 with pseudo-sequence DRB1_1302. The binding affinity (normalized) is 0.206. (5) The peptide sequence is AAFQGAHARFVAAAA. The MHC is HLA-DPA10301-DPB10402 with pseudo-sequence HLA-DPA10301-DPB10402. The binding affinity (normalized) is 0.589. (6) The binding affinity (normalized) is 0.628. The peptide sequence is AVGLFIRLLGGESDA. The MHC is DRB4_0101 with pseudo-sequence DRB4_0103. (7) The peptide sequence is IRQAGVQYSR. The MHC is DRB1_0701 with pseudo-sequence DRB1_0701. The binding affinity (normalized) is 0. (8) The peptide sequence is KRHRKVLRDNIQGIT. The MHC is H-2-IAb with pseudo-sequence H-2-IAb. The binding affinity (normalized) is 0. (9) The peptide sequence is PALFFTFLANLNLTE. The MHC is DRB1_0701 with pseudo-sequence DRB1_0701. The binding affinity (normalized) is 0.688. (10) The peptide sequence is YDKFLANVFTVLTGK. The MHC is DRB1_0405 with pseudo-sequence DRB1_0405. The binding affinity (normalized) is 0.569.